This data is from Catalyst prediction with 721,799 reactions and 888 catalyst types from USPTO. The task is: Predict which catalyst facilitates the given reaction. (1) Reactant: [NH:1]1[CH2:6][CH2:5][CH:4]([C:7]([N:9]2[CH2:14][CH2:13][N:12]([C:15]([O:17][CH2:18][C:19]3[CH:24]=[CH:23][CH:22]=[CH:21][CH:20]=3)=[O:16])[CH2:11][CH2:10]2)=[O:8])[CH2:3][CH2:2]1.[Cl:25][C:26]1[CH:27]=[N:28][CH:29]=[C:30]([Cl:33])[C:31]=1Cl.C(N(CC)CC)C. Product: [CH2:18]([O:17][C:15]([N:12]1[CH2:11][CH2:10][N:9]([C:7]([CH:4]2[CH2:5][CH2:6][N:1]([C:31]3[C:30]([Cl:33])=[CH:29][N:28]=[CH:27][C:26]=3[Cl:25])[CH2:2][CH2:3]2)=[O:8])[CH2:14][CH2:13]1)=[O:16])[C:19]1[CH:20]=[CH:21][CH:22]=[CH:23][CH:24]=1. The catalyst class is: 37. (2) Reactant: [CH3:1][O:2][CH2:3][CH2:4][N:5]1[CH2:11][CH2:10][C:9]2[CH:12]=[C:13]([NH2:16])[CH:14]=[CH:15][C:8]=2[CH2:7][CH2:6]1.Cl[C:18]1[N:23]=[C:22]([NH:24][C@@H:25]2[CH2:30][CH2:29][CH2:28][CH2:27][C@H:26]2[OH:31])[C:21]([Cl:32])=[CH:20][N:19]=1.Cl.O1CCOCC1. Product: [Cl:32][C:21]1[C:22]([NH:24][C@@H:25]2[CH2:30][CH2:29][CH2:28][CH2:27][C@H:26]2[OH:31])=[N:23][C:18]([NH:16][C:13]2[CH:14]=[CH:15][C:8]3[CH2:7][CH2:6][N:5]([CH2:4][CH2:3][O:2][CH3:1])[CH2:11][CH2:10][C:9]=3[CH:12]=2)=[N:19][CH:20]=1. The catalyst class is: 41.